Task: Predict the reaction yield, written as a fraction of the theoretical maximum amount of product (1.0 means a 100% yield; for example, 0.34 means a 34% yield).. Dataset: Reaction yield outcomes from USPTO patents with 853,638 reactions (1) The reactants are [Cl-].[Al+3].[Cl-].[Cl-].[Cl:5][C:6]1[CH:7]=[CH:8][C:9]2[S:13][C:12](=[O:14])[N:11]([CH3:15])[C:10]=2[CH:16]=1.[Br:17][CH2:18][C:19](Br)=[O:20]. The catalyst is CN(C=O)C. The product is [Br:17][CH2:18][C:19]([C:7]1[C:6]([Cl:5])=[CH:16][C:10]2[N:11]([CH3:15])[C:12](=[O:14])[S:13][C:9]=2[CH:8]=1)=[O:20]. The yield is 0.580. (2) The reactants are [Cl:1][C:2]1[CH:3]=[C:4]([S:9]([CH:12]2[CH2:17][CH2:16][NH:15][CH2:14][CH2:13]2)(=[O:11])=[O:10])[CH:5]=[CH:6][C:7]=1[Cl:8].[Cl:18][C:19]1[CH:20]=[N:21][CH:22]=[C:23]([Cl:26])[C:24]=1Cl. No catalyst specified. The product is [Cl:18][C:19]1[CH:20]=[N:21][CH:22]=[C:23]([Cl:26])[C:24]=1[N:15]1[CH2:16][CH2:17][CH:12]([S:9]([C:4]2[CH:5]=[CH:6][C:7]([Cl:8])=[C:2]([Cl:1])[CH:3]=2)(=[O:11])=[O:10])[CH2:13][CH2:14]1. The yield is 0.550.